Dataset: Forward reaction prediction with 1.9M reactions from USPTO patents (1976-2016). Task: Predict the product of the given reaction. (1) Given the reactants [Br:1][C:2]1[CH:14]=[CH:13][C:12]([C:15](=[O:17])[NH2:16])=[C:11]2[C:3]=1[C:4]1[C:5]([CH3:23])=[CH:6][C:7](C(OCC)=O)=[CH:8][C:9]=1N2.C[Li].CC[O:28][CH2:29][CH3:30].[NH4+:31].[Cl-].[CH2:33]1COCC1, predict the reaction product. The product is: [Br:1][C:2]1[C:3]2[C:4]3[C:9](=[CH:8][C:7]([C:29]([OH:28])([CH3:30])[CH3:33])=[CH:6][C:5]=3[CH3:23])[NH:31][C:11]=2[C:12]([C:15]([NH2:16])=[O:17])=[CH:13][CH:14]=1. (2) Given the reactants [CH:1]1([C:6]#[C:7][C:8]2[CH:17]=[CH:16][C:11]([C:12]([O:14]C)=[O:13])=[C:10]([F:18])[CH:9]=2)[CH2:5][CH2:4][CH2:3][CH2:2]1.[Li+].[OH-], predict the reaction product. The product is: [CH:1]1([C:6]#[C:7][C:8]2[CH:17]=[CH:16][C:11]([C:12]([OH:14])=[O:13])=[C:10]([F:18])[CH:9]=2)[CH2:5][CH2:4][CH2:3][CH2:2]1. (3) Given the reactants [CH2:1]([NH:4][CH2:5][CH:6]=[CH2:7])[CH:2]=[CH2:3].CCN(CC)CC.Cl[C:16]([O:18][CH2:19][C:20]1[CH:25]=[CH:24][CH:23]=[CH:22][CH:21]=1)=[O:17], predict the reaction product. The product is: [CH2:1]([N:4]([CH2:5][CH:6]=[CH2:7])[C:16](=[O:17])[O:18][CH2:19][C:20]1[CH:25]=[CH:24][CH:23]=[CH:22][CH:21]=1)[CH:2]=[CH2:3]. (4) Given the reactants [Cl:1][CH2:2][CH2:3][N:4]1[CH2:8][CH2:7][CH2:6][CH2:5]1.[OH-].[Na+].[CH:11]1([O:14][C:15]2[CH:20]=[CH:19][C:18]([C:21]3[S:39][C:24]4[C:25](=[O:38])[N:26]([C:29]5[CH:34]=[CH:33][C:32]([OH:35])=[C:31]([O:36][CH3:37])[CH:30]=5)[CH2:27][CH2:28][C:23]=4[CH:22]=3)=[CH:17][CH:16]=2)[CH2:13][CH2:12]1.C1(O)C=CC=CC=1.C([O-])([O-])=O.[K+].[K+].[Cl-], predict the reaction product. The product is: [ClH:1].[CH:11]1([O:14][C:15]2[CH:16]=[CH:17][C:18]([C:21]3[S:39][C:24]4[C:25](=[O:38])[N:26]([C:29]5[CH:34]=[CH:33][C:32]([O:35][CH2:2][CH2:3][N:4]6[CH2:8][CH2:7][CH2:6][CH2:5]6)=[C:31]([O:36][CH3:37])[CH:30]=5)[CH2:27][CH2:28][C:23]=4[CH:22]=3)=[CH:19][CH:20]=2)[CH2:12][CH2:13]1.